From a dataset of Reaction yield outcomes from USPTO patents with 853,638 reactions. Predict the reaction yield, written as a fraction of the theoretical maximum amount of product (1.0 means a 100% yield; for example, 0.34 means a 34% yield). The reactants are [Cl:1][C:2]1[CH:7]=[CH:6][C:5](Br)=[CH:4][CH:3]=1.[Li]CCCC.[Cl:14][C:15]1[CH:26]=[CH:25][C:18]([C:19](N(OC)C)=[O:20])=[CH:17][N:16]=1. The catalyst is C1COCC1. The product is [Cl:1][C:2]1[CH:7]=[CH:6][C:5]([C:19]([C:18]2[CH:17]=[N:16][C:15]([Cl:14])=[CH:26][CH:25]=2)=[O:20])=[CH:4][CH:3]=1. The yield is 0.790.